This data is from Reaction yield outcomes from USPTO patents with 853,638 reactions. The task is: Predict the reaction yield, written as a fraction of the theoretical maximum amount of product (1.0 means a 100% yield; for example, 0.34 means a 34% yield). (1) The reactants are [CH3:1][O:2][C:3](=[O:33])[C:4]([NH:25][C:26]([O:28][C:29]([CH3:32])([CH3:31])[CH3:30])=[O:27])=[CH:5][C:6]1[CH:11]=[CH:10][C:9]([O:12][CH2:13][C:14]2[CH:19]=[CH:18][CH:17]=[CH:16][CH:15]=2)=[CH:8][C:7]=1[CH2:20][O:21][C:22](=[O:24])[CH3:23].[H][H]. The catalyst is CO. The product is [CH3:1][O:2][C:3](=[O:33])[CH:4]([NH:25][C:26]([O:28][C:29]([CH3:32])([CH3:31])[CH3:30])=[O:27])[CH2:5][C:6]1[CH:11]=[CH:10][C:9]([O:12][CH2:13][C:14]2[CH:19]=[CH:18][CH:17]=[CH:16][CH:15]=2)=[CH:8][C:7]=1[CH2:20][O:21][C:22](=[O:24])[CH3:23]. The yield is 0.900. (2) The reactants are [C:9](O[C:9]([O:11][C:12]([CH3:15])([CH3:14])[CH3:13])=[O:10])([O:11][C:12]([CH3:15])([CH3:14])[CH3:13])=[O:10].[OH-].[Na+].Cl.[CH2:19]([O:22][NH2:23])[CH:20]=[CH2:21].C(Cl)Cl. The catalyst is O. The product is [CH2:19]([O:22][NH:23][C:9](=[O:10])[O:11][C:12]([CH3:13])([CH3:14])[CH3:15])[CH:20]=[CH2:21]. The yield is 0.920. (3) The reactants are [NH2:1][C:2]1[CH:3]=[C:4]([OH:8])[CH:5]=[CH:6][CH:7]=1.Cl[C:10]1[C:19]2[C:14](=[CH:15][C:16]([Cl:20])=[CH:17][CH:18]=2)[N:13]=[CH:12][CH:11]=1. The catalyst is CCO. The product is [Cl:20][C:16]1[CH:15]=[C:14]2[C:19]([C:10]([NH:1][C:2]3[CH:3]=[C:4]([OH:8])[CH:5]=[CH:6][CH:7]=3)=[CH:11][CH:12]=[N:13]2)=[CH:18][CH:17]=1. The yield is 0.990.